Dataset: Catalyst prediction with 721,799 reactions and 888 catalyst types from USPTO. Task: Predict which catalyst facilitates the given reaction. (1) Reactant: [F:1][C:2]1[C:10]([C:11]([F:14])([F:13])[F:12])=[CH:9][CH:8]=[CH:7][C:3]=1[C:4](Cl)=[O:5].N1C=CC=CC=1.Cl.[CH3:22][NH:23][O:24][CH3:25].O. Product: [F:1][C:2]1[C:10]([C:11]([F:14])([F:13])[F:12])=[CH:9][CH:8]=[CH:7][C:3]=1[C:4]([N:23]([O:24][CH3:25])[CH3:22])=[O:5]. The catalyst class is: 4. (2) The catalyst class is: 8. Product: [S:1]([CH2:2][CH:3]([C:5]1[CH:6]=[CH:7][C:8]([Br:11])=[CH:9][CH:10]=1)[OH:4])[CH2:12][CH:13]([C:15]1[CH:16]=[CH:17][C:18]([Br:21])=[CH:19][CH:20]=1)[OH:14]. Reactant: [S:1]([CH2:12][C:13]([C:15]1[CH:20]=[CH:19][C:18]([Br:21])=[CH:17][CH:16]=1)=[O:14])[CH2:2][C:3]([C:5]1[CH:10]=[CH:9][C:8]([Br:11])=[CH:7][CH:6]=1)=[O:4].[BH4-].[Na+]. (3) Reactant: [CH2:1]([N:23]1[CH:27]=[CH:26][N:25]=[CH:24]1)[CH2:2][CH2:3][CH2:4][CH2:5][CH2:6][CH2:7][CH2:8][CH2:9][CH2:10][CH2:11][CH2:12][CH2:13][CH2:14][CH2:15][CH2:16][CH2:17][CH2:18][CH2:19][CH2:20][CH2:21][CH3:22].[Br:28][CH2:29][CH2:30][OH:31]. Product: [Br-:28].[OH:31][CH:30]([N+:25]1[CH:26]=[CH:27][N:23]([CH2:1][CH2:2][CH2:3][CH2:4][CH2:5][CH2:6][CH2:7][CH2:8][CH2:9][CH2:10][CH2:11][CH2:12][CH2:13][CH2:14][CH2:15][CH2:16][CH2:17][CH2:18][CH2:19][CH2:20][CH2:21][CH3:22])[CH:24]=1)[CH3:29]. The catalyst class is: 10. (4) Reactant: [Br:1][C:2]1[CH:3]=[C:4]2[C:8](=[CH:9][CH:10]=1)[NH:7][CH:6]=[C:5]2[CH:11]=O.[H-].[Al+3].[Li+].[H-].[H-].[H-]. Product: [Br:1][C:2]1[CH:3]=[C:4]2[C:8](=[CH:9][CH:10]=1)[NH:7][CH:6]=[C:5]2[CH3:11]. The catalyst class is: 7. (5) Reactant: Cl[C:2]1[CH:7]=[CH:6][N:5]=[C:4]([C:8]2[CH:12]=[CH:11][S:10][CH:9]=2)[CH:3]=1.[CH3:13][N:14]1[CH2:19][CH2:18][NH:17][CH2:16][CH2:15]1.CC(O)C. Product: [CH3:13][N:14]1[CH2:19][CH2:18][N:17]([C:2]2[CH:7]=[CH:6][N:5]=[C:4]([C:8]3[CH:12]=[CH:11][S:10][CH:9]=3)[CH:3]=2)[CH2:16][CH2:15]1. The catalyst class is: 126.